From a dataset of Reaction yield outcomes from USPTO patents with 853,638 reactions. Predict the reaction yield, written as a fraction of the theoretical maximum amount of product (1.0 means a 100% yield; for example, 0.34 means a 34% yield). (1) The reactants are Cl.[CH3:2][C:3]1[CH:4]=[C:5]([C:8]2[O:12][N:11]=[C:10]([C@H:13]3[CH2:18][CH2:17][CH2:16][NH:15][CH2:14]3)[N:9]=2)[NH:6][CH:7]=1.[CH3:19][C:20]1[O:24][N:23]=[CH:22][C:21]=1[C:25](O)=[O:26]. No catalyst specified. The product is [CH3:19][C:20]1[O:24][N:23]=[CH:22][C:21]=1[C:25]([N:15]1[CH2:16][CH2:17][CH2:18][C@H:13]([C:10]2[N:9]=[C:8]([C:5]3[NH:6][CH:7]=[C:3]([CH3:2])[CH:4]=3)[O:12][N:11]=2)[CH2:14]1)=[O:26]. The yield is 0.360. (2) The reactants are Br[C:2]1[CH:7]=[CH:6][CH:5]=[CH:4][C:3]=1[CH2:8][CH2:9][CH:10]=[CH2:11].[Li]CCCC.[B:17](OC(C)C)([O:22]C(C)C)[O:18]C(C)C. The catalyst is C1COCC1. The product is [CH2:8]([C:3]1[CH:4]=[CH:5][CH:6]=[CH:7][C:2]=1[B:17]([OH:22])[OH:18])[CH2:9][CH:10]=[CH2:11]. The yield is 0.692. (3) The reactants are [NH2:1][C:2]1[C:11]2[C:6](=[CH:7][C:8]([Br:12])=[CH:9][CH:10]=2)[CH:5]=[CH:4][C:3]=1[NH:13][C:14]([C@@H:16]1[C@H:21]2[CH2:22][C@H:18]([CH2:19][CH2:20]2)[N:17]1[C:23]([O:25][C:26]([CH3:29])([CH3:28])[CH3:27])=[O:24])=O.CC(O)=O.[OH-].[Na+]. The catalyst is C(OCC)(=O)C. The product is [Br:12][C:8]1[CH:7]=[C:6]2[C:11](=[CH:10][CH:9]=1)[C:2]1[NH:1][C:14]([C@@H:16]3[C@H:21]4[CH2:22][C@H:18]([CH2:19][CH2:20]4)[N:17]3[C:23]([O:25][C:26]([CH3:29])([CH3:28])[CH3:27])=[O:24])=[N:13][C:3]=1[CH:4]=[CH:5]2. The yield is 0.930. (4) The reactants are [F:1][C:2]1([F:41])[O:6][C:5]2[CH:7]=[CH:8][C:9]([C:11]3([C:14]([NH:16][C:17]4[CH:18]=[C:19]5[C:23](=[CH:24][C:25]=4[F:26])[N:22]([CH2:27][C@@H:28]4[CH2:32][O:31]C(C)(C)[O:29]4)[C:21]([C:35]([CH3:40])([CH2:37][CH2:38][OH:39])[CH3:36])=[CH:20]5)=[O:15])[CH2:13][CH2:12]3)=[CH:10][C:4]=2[O:3]1.FC1(F)OC2C=CC(C3(C(NC4C=C5C(=CC=4F)NC(C(C)(CCO)C)=C5)=O)CC3)=CC=2O1.CC1C=CC(S(O)(=O)=O)=CC=1.O. The catalyst is CO.O. The product is [F:41][C:2]1([F:1])[O:6][C:5]2[CH:7]=[CH:8][C:9]([C:11]3([C:14]([NH:16][C:17]4[CH:18]=[C:19]5[C:23](=[CH:24][C:25]=4[F:26])[N:22]([CH2:27][C@@H:28]([OH:29])[CH2:32][OH:31])[C:21]([C:35]([CH3:36])([CH2:37][CH2:38][OH:39])[CH3:40])=[CH:20]5)=[O:15])[CH2:12][CH2:13]3)=[CH:10][C:4]=2[O:3]1. The yield is 0.310. (5) The reactants are [Cl:1][C:2]1[CH:8]=[CH:7][C:6]([N+:9]([O-:11])=[O:10])=[CH:5][C:3]=1[NH2:4].[CH3:12][C:13]1[CH:21]=[CH:20][C:16]([C:17](Cl)=[O:18])=[CH:15][CH:14]=1.C(OCC)(=O)C. The catalyst is N1C=CC=CC=1. The product is [Cl:1][C:2]1[CH:8]=[CH:7][C:6]([N+:9]([O-:11])=[O:10])=[CH:5][C:3]=1[NH:4][C:17](=[O:18])[C:16]1[CH:20]=[CH:21][C:13]([CH3:12])=[CH:14][CH:15]=1. The yield is 0.420. (6) The reactants are [CH3:1][C:2]1[CH:7]=[CH:6][N:5]=[CH:4][C:3]=1[N:8]1[CH2:12][CH2:11][NH:10][C:9]1=[O:13].Br[C:15]1[CH:16]=[CH:17][C:18]2[O:22][CH2:21][CH2:20][C:19]=2[CH:23]=1.N[C@@H]1CCCC[C@H]1N.P([O-])([O-])([O-])=O.[K+].[K+].[K+]. The catalyst is [Cu](I)I.O1CCOCC1. The yield is 0.809. The product is [O:22]1[C:18]2[CH:17]=[CH:16][C:15]([N:10]3[CH2:11][CH2:12][N:8]([C:3]4[CH:4]=[N:5][CH:6]=[CH:7][C:2]=4[CH3:1])[C:9]3=[O:13])=[CH:23][C:19]=2[CH2:20][CH2:21]1. (7) The reactants are [C:1]([O:4][CH2:5][CH2:6][CH:7]([OH:20])[CH2:8][N:9]1[C:13](=[O:14])[C:12]2=[CH:15][CH:16]=[CH:17][CH:18]=[C:11]2[C:10]1=[O:19])(=[O:3])[CH3:2].C[N+]1([O-])CCOCC1. The catalyst is C(Cl)Cl.[Ru]([O-])(=O)(=O)=O.C([N+](CCC)(CCC)CCC)CC. The product is [C:1]([O:4][CH2:5][CH2:6][C:7](=[O:20])[CH2:8][N:9]1[C:10](=[O:19])[C:11]2=[CH:18][CH:17]=[CH:16][CH:15]=[C:12]2[C:13]1=[O:14])(=[O:3])[CH3:2]. The yield is 0.920. (8) The reactants are Br[C:2]1[C:3]([CH3:8])=[N:4][CH:5]=[CH:6][CH:7]=1.[C:9](=[N:22][NH2:23])([C:16]1[CH:21]=[CH:20][CH:19]=[CH:18][CH:17]=1)[C:10]1[CH:15]=[CH:14][CH:13]=[CH:12][CH:11]=1.CC(C)([O-])C.[Na+]. The catalyst is C1(C)C=CC=CC=1.C1(P(C2C=CC=CC=2)C2C3OC4C(=CC=CC=4P(C4C=CC=CC=4)C4C=CC=CC=4)C(C)(C)C=3C=CC=2)C=CC=CC=1. The product is [C:10]1([C:9]([C:16]2[CH:21]=[CH:20][CH:19]=[CH:18][CH:17]=2)=[N:22][NH:23][C:2]2[C:3]([CH3:8])=[N:4][CH:5]=[CH:6][CH:7]=2)[CH:11]=[CH:12][CH:13]=[CH:14][CH:15]=1. The yield is 0.750. (9) The catalyst is CN(C=O)C. The reactants are [Br:1][C:2]1[CH:3]=[CH:4][C:5]([C:8]([OH:10])=O)=[N:6][CH:7]=1.C1N=CN(C(N2C=NC=C2)=O)C=1.Cl.[NH2:24][CH2:25][C:26]1[CH:27]=[C:28]2[C:32](=[CH:33][CH:34]=1)[C:31](=[O:35])[N:30]([C@@:36]1([CH3:44])[CH2:41][CH2:40][C:39](=[O:42])[NH:38][C:37]1=[O:43])[C:29]2=[O:45].CC#N. The yield is 0.570. The product is [Br:1][C:2]1[CH:3]=[CH:4][C:5]([C:8]([NH:24][CH2:25][C:26]2[CH:27]=[C:28]3[C:32](=[CH:33][CH:34]=2)[C:31](=[O:35])[N:30]([C@@:36]2([CH3:44])[CH2:41][CH2:40][C:39](=[O:42])[NH:38][C:37]2=[O:43])[C:29]3=[O:45])=[O:10])=[N:6][CH:7]=1.